Dataset: Peptide-MHC class I binding affinity with 185,985 pairs from IEDB/IMGT. Task: Regression. Given a peptide amino acid sequence and an MHC pseudo amino acid sequence, predict their binding affinity value. This is MHC class I binding data. (1) The peptide sequence is SEYKAAGYL. The MHC is HLA-A31:01 with pseudo-sequence HLA-A31:01. The binding affinity (normalized) is 0.0847. (2) The peptide sequence is LLCPAGHAV. The binding affinity (normalized) is 0.397. The MHC is HLA-A02:01 with pseudo-sequence HLA-A02:01. (3) The peptide sequence is HPVGEADYF. The MHC is HLA-A68:02 with pseudo-sequence HLA-A68:02. The binding affinity (normalized) is 0.0515. (4) The peptide sequence is DYIYLPLLK. The MHC is HLA-B27:05 with pseudo-sequence HLA-B27:05. The binding affinity (normalized) is 0.0847.